Dataset: Forward reaction prediction with 1.9M reactions from USPTO patents (1976-2016). Task: Predict the product of the given reaction. (1) Given the reactants Cl[C:2]1[C:11]2[C:6](=[CH:7][C:8]([O:14][CH3:15])=[C:9]([O:12][CH3:13])[CH:10]=2)[N:5]=[CH:4][N:3]=1.[NH:16]1[CH2:20][CH2:19][CH:18]([OH:21])[CH2:17]1.CCN(C(C)C)C(C)C.CC([O-])(C)C.[K+].C1COCC1.[N+](C1C=CC([O:51][C:52](=O)[NH:53][C:54]2[CH:59]=[CH:58][C:57]([O:60][CH:61]3[CH2:65][CH2:64][CH2:63][CH2:62]3)=[CH:56][CH:55]=2)=CC=1)([O-])=O, predict the reaction product. The product is: [CH3:13][O:12][C:9]1[CH:10]=[C:11]2[C:6](=[CH:7][C:8]=1[O:14][CH3:15])[N:5]=[CH:4][N:3]=[C:2]2[N:16]1[CH2:20][CH2:19][CH:18]([O:21][C:52](=[O:51])[NH:53][C:54]2[CH:55]=[CH:56][C:57]([O:60][CH:61]3[CH2:65][CH2:64][CH2:63][CH2:62]3)=[CH:58][CH:59]=2)[CH2:17]1. (2) Given the reactants [CH:1]([C:4]1[O:8][N:7]=[C:6]([N:9]2[CH2:14][CH2:13][N:12]([C:15]3[N:22]=[CH:21][C:20](B4OC(C)(C)C(C)(C)O4)=[CH:19][C:16]=3[C:17]#[N:18])[CH2:11][CH2:10]2)[N:5]=1)([CH3:3])[CH3:2].Br[C:33]1[CH:38]=[CH:37][C:36]([N:39]2[C:43](=[O:44])[N:42]([CH3:45])[N:41]=[CH:40]2)=[C:35]([F:46])[CH:34]=1.C(=O)([O-])[O-].[Na+].[Na+], predict the reaction product. The product is: [F:46][C:35]1[CH:34]=[C:33]([C:20]2[CH:21]=[N:22][C:15]([N:12]3[CH2:11][CH2:10][N:9]([C:6]4[N:5]=[C:4]([CH:1]([CH3:2])[CH3:3])[O:8][N:7]=4)[CH2:14][CH2:13]3)=[C:16]([CH:19]=2)[C:17]#[N:18])[CH:38]=[CH:37][C:36]=1[N:39]1[C:43](=[O:44])[N:42]([CH3:45])[N:41]=[CH:40]1.